From a dataset of HIV replication inhibition screening data with 41,000+ compounds from the AIDS Antiviral Screen. Binary Classification. Given a drug SMILES string, predict its activity (active/inactive) in a high-throughput screening assay against a specified biological target. (1) The drug is C=C1C=CN(C(C)=O)C(OC(C)=O)C1SC(C)(C)C. The result is 0 (inactive). (2) The compound is CSc1ncnc2[nH]c(C(O)c3ccccc3)nc12. The result is 0 (inactive).